Dataset: Forward reaction prediction with 1.9M reactions from USPTO patents (1976-2016). Task: Predict the product of the given reaction. (1) Given the reactants Br[C:2]1[CH:3]=[CH:4][C:5]2[C:6]3C(C4[C:17]=2[C:16]=1C=CC=4)=[CH:10][CH:9]=[CH:8][CH:7]=3.[Cl:18][C:19]1[CH:25]=[CH:24][CH:23]=[CH:22][C:20]=1[NH2:21].[C:35](P([C:35]([CH3:38])([CH3:37])[CH3:36])[C:35]([CH3:38])([CH3:37])[CH3:36])([CH3:38])([CH3:37])[CH3:36].[CH3:39][C:40](C)([O-])[CH3:41].[Na+], predict the reaction product. The product is: [Cl:18][C:19]1[CH:25]=[CH:24][CH:23]=[CH:22][C:20]=1[NH:21][C:10]1[C:37]2[CH:39]=[CH:40][CH:41]=[CH:36][C:35]=2[C:38]2[C:17]3[CH:16]=[CH:2][CH:3]=[CH:4][C:5]=3[CH:6]=[CH:7][C:8]=2[CH:9]=1. (2) Given the reactants [CH:1]1([CH2:4]Br)[CH2:3][CH2:2]1.[CH2:6]([O:8][C:9]([C:11]1[N:12]([S:21]([C:24]2[CH:29]=[CH:28][C:27]([CH3:30])=[CH:26][CH:25]=2)(=[O:23])=[O:22])[C:13]2[C:18]([CH:19]=1)=[CH:17][C:16]([OH:20])=[CH:15][CH:14]=2)=[O:10])[CH3:7].C(=O)([O-])[O-].[K+].[K+].C(OCC)(=O)C, predict the reaction product. The product is: [CH2:6]([O:8][C:9]([C:11]1[N:12]([S:21]([C:24]2[CH:25]=[CH:26][C:27]([CH3:30])=[CH:28][CH:29]=2)(=[O:23])=[O:22])[C:13]2[C:18]([CH:19]=1)=[CH:17][C:16]([O:20][CH2:4][CH:1]1[CH2:3][CH2:2]1)=[CH:15][CH:14]=2)=[O:10])[CH3:7]. (3) Given the reactants [F:1][C:2]1[C:7]([C:8]([CH2:10][C:11]([O:13][CH2:14][CH3:15])=[O:12])=[O:9])=[C:6]([F:16])[C:5]([F:17])=[C:4]([F:18])[C:3]=1[F:19].[CH3:20]C(OC(C)=O)=O.C(OCC)(OCC)OCC.[CH:37]1([NH2:40])[CH2:39][CH2:38]1, predict the reaction product. The product is: [F:1][C:2]1[C:3]([F:19])=[C:4]([F:18])[C:5]([F:17])=[C:6]([F:16])[C:7]=1[C:8]([C:10](=[CH:20][NH:40][CH:37]1[CH2:39][CH2:38]1)[C:11]([O:13][CH2:14][CH3:15])=[O:12])=[O:9]. (4) Given the reactants Cl.CO.[Si]([O:11][CH:12]([CH3:43])[CH2:13][CH:14]([N:23]1[CH:28]=[CH:27][C:26]([C:29]2[CH:34]=[CH:33][N:32]=[C:31]([NH:35][CH:36]3[CH2:41][CH2:40][O:39][CH2:38][CH2:37]3)[N:30]=2)=[CH:25][C:24]1=[O:42])[C:15]1[CH:20]=[CH:19][C:18]([Cl:21])=[C:17]([F:22])[CH:16]=1)(C(C)(C)C)(C)C.C([O-])(O)=O.[Na+], predict the reaction product. The product is: [Cl:21][C:18]1[CH:19]=[CH:20][C:15]([CH:14]([N:23]2[CH:28]=[CH:27][C:26]([C:29]3[CH:34]=[CH:33][N:32]=[C:31]([NH:35][CH:36]4[CH2:41][CH2:40][O:39][CH2:38][CH2:37]4)[N:30]=3)=[CH:25][C:24]2=[O:42])[CH2:13][CH:12]([OH:11])[CH3:43])=[CH:16][C:17]=1[F:22]. (5) The product is: [Cl:49][CH2:50][C:51]([O:44][C@H:15]([CH2:14][N:13]([S:10]([C:8]1[CH:7]=[CH:6][C:5]2[O:1][CH2:2][O:3][C:4]=2[CH:9]=1)(=[O:12])=[O:11])[CH2:45][CH:46]([CH3:48])[CH3:47])[C@@H:16]([NH:32][C:33]([O:34][C@@H:35]1[C@H:42]2[C@H:38]([O:39][CH2:40][CH2:41]2)[O:37][CH2:36]1)=[O:43])[CH2:17][C:18]1[CH:19]=[CH:20][C:21]([O:24][CH2:25][C:26]2[N:27]=[C:28]([CH3:31])[S:29][CH:30]=2)=[CH:22][CH:23]=1)=[O:52]. Given the reactants [O:1]1[C:5]2[CH:6]=[CH:7][C:8]([S:10]([N:13]([CH2:45][CH:46]([CH3:48])[CH3:47])[CH2:14][C@@H:15]([OH:44])[C@@H:16]([NH:32][C:33](=[O:43])[O:34][C@@H:35]3[C@H:42]4[C@H:38]([O:39][CH2:40][CH2:41]4)[O:37][CH2:36]3)[CH2:17][C:18]3[CH:23]=[CH:22][C:21]([O:24][CH2:25][C:26]4[N:27]=[C:28]([CH3:31])[S:29][CH:30]=4)=[CH:20][CH:19]=3)(=[O:12])=[O:11])=[CH:9][C:4]=2[O:3][CH2:2]1.[Cl:49][CH2:50][C:51](Cl)=[O:52], predict the reaction product. (6) Given the reactants [CH3:1][O:2][C:3]1[CH:4]=[C:5]2[C:10](=[CH:11][CH:12]=1)[C:9](=[O:13])[NH:8][CH2:7][CH2:6]2.[CH3:14][C:15]1C=CC(S(OCCC=C)(=O)=O)=[CH:17][CH:16]=1, predict the reaction product. The product is: [CH2:17]([N:8]1[CH2:7][CH2:6][C:5]2[C:10](=[CH:11][CH:12]=[C:3]([O:2][CH3:1])[CH:4]=2)[C:9]1=[O:13])[CH2:16][CH:15]=[CH2:14]. (7) Given the reactants [OH:1][CH2:2][C@@H:3]1[CH2:7][CH2:6][CH2:5][N:4]1[C:8]([O:10][C:11]([CH3:14])([CH3:13])[CH3:12])=[O:9].[S:15](Cl)([C:18]1[CH:24]=[CH:23][C:21]([CH3:22])=[CH:20][CH:19]=1)(=[O:17])=[O:16], predict the reaction product. The product is: [S:15]([O:1][CH2:2][C@@H:3]1[CH2:7][CH2:6][CH2:5][N:4]1[C:8]([O:10][C:11]([CH3:14])([CH3:13])[CH3:12])=[O:9])([C:18]1[CH:24]=[CH:23][C:21]([CH3:22])=[CH:20][CH:19]=1)(=[O:17])=[O:16].